Dataset: Reaction yield outcomes from USPTO patents with 853,638 reactions. Task: Predict the reaction yield, written as a fraction of the theoretical maximum amount of product (1.0 means a 100% yield; for example, 0.34 means a 34% yield). (1) The reactants are [CH3:1][O:2][C:3]1[CH:12]=[C:11]([NH2:13])[CH:10]=[CH:9][C:4]=1[C:5](OC)=[O:6].Cl.[NH2:15][OH:16].[OH-].[K+]. The catalyst is CO. The product is [NH2:13][C:11]1[CH:10]=[CH:9][C:4]([C:5]([NH:15][OH:16])=[O:6])=[C:3]([O:2][CH3:1])[CH:12]=1. The yield is 0.470. (2) The reactants are [CH3:1][C:2]1[C:3]([C:11]2[CH:33]=[CH:32][C:14]([C:15]([NH:17][C:18]3[CH:23]=[CH:22][CH:21]=[CH:20][C:19]=3[NH:24][C:25](=[O:31])[O:26][C:27]([CH3:30])([CH3:29])[CH3:28])=[O:16])=[CH:13][CH:12]=2)=[N:4][CH:5]=[C:6]([N+:8]([O-])=O)[CH:7]=1. The catalyst is CO.[OH-].[Pd+2].[OH-]. The product is [NH2:8][C:6]1[CH:7]=[C:2]([CH3:1])[C:3]([C:11]2[CH:12]=[CH:13][C:14]([C:15]([NH:17][C:18]3[CH:23]=[CH:22][CH:21]=[CH:20][C:19]=3[NH:24][C:25](=[O:31])[O:26][C:27]([CH3:29])([CH3:30])[CH3:28])=[O:16])=[CH:32][CH:33]=2)=[N:4][CH:5]=1. The yield is 0.800. (3) The reactants are [Cl:1][C:2]1[CH:11]=[C:10]([CH:12]([OH:22])[CH2:13][CH2:14][C:15]2[CH:20]=[CH:19][CH:18]=[C:17]([OH:21])[CH:16]=2)[CH:9]=[CH:8][C:3]=1[C:4]([O:6]C)=[O:5].ClC1C=C(C(=O)CCC2C=CC=C(O)C=2)C=CC=1C(O)=O. No catalyst specified. The product is [Cl:1][C:2]1[CH:11]=[C:10]([CH:12]([OH:22])[CH2:13][CH2:14][C:15]2[CH:20]=[CH:19][CH:18]=[C:17]([OH:21])[CH:16]=2)[CH:9]=[CH:8][C:3]=1[C:4]([OH:6])=[O:5]. The yield is 0.900. (4) The reactants are FC(F)(F)C(O)=O.[CH:8]1([O:12][C:13]2[C:22]([C:23]3[CH:24]=[N:25][N:26]([CH:28]4[CH2:33][CH2:32][N:31](C(OC(C)(C)C)=O)[CH2:30][CH2:29]4)[CH:27]=3)=[CH:21][CH:20]=[C:19]3[C:14]=2[CH2:15][CH2:16][C@H:17]([CH3:46])[N:18]3[C:41]([CH:43]2[CH2:45][CH2:44]2)=[O:42])[CH2:11][CH2:10][CH2:9]1. The catalyst is ClCCl. The product is [CH:8]1([O:12][C:13]2[C:22]([C:23]3[CH:24]=[N:25][N:26]([CH:28]4[CH2:29][CH2:30][NH:31][CH2:32][CH2:33]4)[CH:27]=3)=[CH:21][CH:20]=[C:19]3[C:14]=2[CH2:15][CH2:16][C@H:17]([CH3:46])[N:18]3[C:41]([CH:43]2[CH2:45][CH2:44]2)=[O:42])[CH2:11][CH2:10][CH2:9]1. The yield is 0.850. (5) The reactants are [F:1][C:2]1[CH:32]=[CH:31][C:5]([C:6]([NH:8][C:9]2[CH:14]=[CH:13][C:12]([CH:15]3[C:24]([CH3:26])([CH3:25])[CH2:23][C:22]4[C:17](=[CH:18][CH:19]=[C:20]([C:27]([O:29]C)=[O:28])[CH:21]=4)[NH:16]3)=[CH:11][CH:10]=2)=[O:7])=[CH:4][CH:3]=1.[OH-].[Na+]. The catalyst is CO.O. The product is [F:1][C:2]1[CH:32]=[CH:31][C:5]([C:6]([NH:8][C:9]2[CH:10]=[CH:11][C:12]([CH:15]3[C:24]([CH3:26])([CH3:25])[CH2:23][C:22]4[C:17](=[CH:18][CH:19]=[C:20]([C:27]([OH:29])=[O:28])[CH:21]=4)[NH:16]3)=[CH:13][CH:14]=2)=[O:7])=[CH:4][CH:3]=1. The yield is 0.950. (6) The reactants are [CH3:1][O:2][C:3](=[O:12])[C:4]1[CH:9]=[CH:8][C:7]([Br:10])=[CH:6][C:5]=1[CH3:11].C1C(=O)N([Br:20])C(=O)C1. The catalyst is C(Cl)(Cl)(Cl)Cl.C(OOC(=O)C1C=CC=CC=1)(=O)C1C=CC=CC=1. The product is [CH3:1][O:2][C:3](=[O:12])[C:4]1[CH:9]=[CH:8][C:7]([Br:10])=[CH:6][C:5]=1[CH2:11][Br:20]. The yield is 0.500. (7) The reactants are [Br:1][C:2]1[CH:7]=[CH:6][C:5]([F:8])=[CH:4][C:3]=1[F:9].[Br:10]Br.S(=O)(=O)(O)[O-].[Na+]. The catalyst is ClCCCl.[Fe]. The product is [Br:1][C:2]1[CH:7]=[C:6]([Br:10])[C:5]([F:8])=[CH:4][C:3]=1[F:9]. The yield is 0.760. (8) The reactants are C[O:2][C:3]([C:5]1[O:6][C:7]([C:10]2[CH:15]=[CH:14][C:13]([F:16])=[CH:12][CH:11]=2)=[CH:8][CH:9]=1)=O.CS(O)(=O)=O.FC1C=CC=CC=1C1OC(C([NH:36][C:37]([NH2:39])=[NH:38])=O)=CC=1. The catalyst is CO.[Cl-].[Na+].O. The product is [F:16][C:13]1[CH:14]=[CH:15][C:10]([C:7]2[O:6][C:5]([C:3]([NH:38][C:37]([NH2:39])=[NH:36])=[O:2])=[CH:9][CH:8]=2)=[CH:11][CH:12]=1. The yield is 0.510. (9) The reactants are [C:1]1([C:11]2[CH:16]=[CH:15][CH:14]=[CH:13][CH:12]=2)[CH:6]=[CH:5][CH:4]=[C:3]([S:7](Cl)(=[O:9])=[O:8])[CH:2]=1.[CH3:17][O:18][C:19]1[CH:20]=[C:21]([CH:23]=[C:24]([O:28][CH3:29])[C:25]=1[O:26][CH3:27])[NH2:22].C(N(CC)CC)C.O. The catalyst is CN(C=O)C. The product is [CH3:29][O:28][C:24]1[CH:23]=[C:21]([NH:22][S:7]([C:3]2[CH:2]=[C:1]([C:11]3[CH:16]=[CH:15][CH:14]=[CH:13][CH:12]=3)[CH:6]=[CH:5][CH:4]=2)(=[O:9])=[O:8])[CH:20]=[C:19]([O:18][CH3:17])[C:25]=1[O:26][CH3:27]. The yield is 0.917.